This data is from Reaction yield outcomes from USPTO patents with 853,638 reactions. The task is: Predict the reaction yield, written as a fraction of the theoretical maximum amount of product (1.0 means a 100% yield; for example, 0.34 means a 34% yield). (1) The reactants are [Cl:1][C:2]1[CH:10]=[C:9]2[C:5]([C:6]([C:11](=[O:16])C(F)(F)F)=[CH:7][NH:8]2)=[CH:4][CH:3]=1.[OH-:17].[Na+]. No catalyst specified. The product is [Cl:1][C:2]1[CH:10]=[C:9]2[C:5]([C:6]([C:11]([OH:16])=[O:17])=[CH:7][NH:8]2)=[CH:4][CH:3]=1. The yield is 0.780. (2) The reactants are [C:1]1(=[O:11])[C:10]2[C:5](=[CH:6][CH:7]=[CH:8][CH:9]=2)[CH:4]=[CH:3][NH:2]1. The catalyst is C(O)(=O)C.[Pt](=O)=O. The product is [C:1]1(=[O:11])[C:10]2[CH2:9][CH2:8][CH2:7][CH2:6][C:5]=2[CH:4]=[CH:3][NH:2]1. The yield is 0.600. (3) The reactants are [CH3:1][C:2]1[N:29]=[C:5]2[NH:6][C:7](=[O:28])[C:8]([CH2:13][C:14]3[CH:19]=[CH:18][C:17]([C:20]4[C:21]([C:26]#[N:27])=[CH:22][CH:23]=[CH:24][CH:25]=4)=[CH:16][CH:15]=3)=[C:9]([CH2:10][CH2:11][CH3:12])[N:4]2[N:3]=1.[CH3:30][CH:31]([O:33][C:34]1[CH:39]=[CH:38][C:37](B(O)O)=[CH:36][CH:35]=1)[CH3:32].C(N(CC)CC)C.N1C=CC=CC=1. The catalyst is ClCCl.C(OCC)(=O)C.C([O-])(=O)C.[Cu+2].C([O-])(=O)C. The product is [CH3:1][C:2]1[N:29]=[C:5]2[N:6]([C:37]3[CH:38]=[CH:39][C:34]([O:33][CH:31]([CH3:32])[CH3:30])=[CH:35][CH:36]=3)[C:7](=[O:28])[C:8]([CH2:13][C:14]3[CH:19]=[CH:18][C:17]([C:20]4[C:21]([C:26]#[N:27])=[CH:22][CH:23]=[CH:24][CH:25]=4)=[CH:16][CH:15]=3)=[C:9]([CH2:10][CH2:11][CH3:12])[N:4]2[N:3]=1. The yield is 0.430. (4) The reactants are [CH2:1]([N:8]1[CH:13]([CH3:14])[CH2:12][O:11][C@@H:10]([CH2:15][C:16]2[CH:21]=[CH:20][C:19]([F:22])=[CH:18][CH:17]=2)[C:9]1=O)[C:2]1[CH:7]=[CH:6][CH:5]=[CH:4][CH:3]=1.[H-].[Al+3].[Li+].[H-].[H-].[H-]. The catalyst is C1COCC1. The product is [CH2:1]([N:8]1[C@@H:13]([CH3:14])[CH2:12][O:11][C@H:10]([CH2:15][C:16]2[CH:17]=[CH:18][C:19]([F:22])=[CH:20][CH:21]=2)[CH2:9]1)[C:2]1[CH:3]=[CH:4][CH:5]=[CH:6][CH:7]=1.[CH2:1]([N:8]1[C@@H:13]([CH3:14])[CH2:12][O:11][C@@H:10]([CH2:15][C:16]2[CH:17]=[CH:18][C:19]([F:22])=[CH:20][CH:21]=2)[CH2:9]1)[C:2]1[CH:3]=[CH:4][CH:5]=[CH:6][CH:7]=1. The yield is 0.253.